From a dataset of CYP2D6 inhibition data for predicting drug metabolism from PubChem BioAssay. Regression/Classification. Given a drug SMILES string, predict its absorption, distribution, metabolism, or excretion properties. Task type varies by dataset: regression for continuous measurements (e.g., permeability, clearance, half-life) or binary classification for categorical outcomes (e.g., BBB penetration, CYP inhibition). Dataset: cyp2d6_veith. The compound is COC[C@H]1OC(=O)c2coc3c2[C@@]1(C)C1=C(C3=O)[C@H]2CCC(=O)[C@@]2(C)C[C@H]1OC(C)=O. The result is 0 (non-inhibitor).